Dataset: Full USPTO retrosynthesis dataset with 1.9M reactions from patents (1976-2016). Task: Predict the reactants needed to synthesize the given product. The reactants are: [F:1][C:2]1[CH:3]=[C:4]([CH:7]=[CH:8][CH:9]=1)[CH2:5][OH:6].COCCOCCN(CCOCCOC)CCOCCOC.[OH-].[K+].[F:34][C:35]1[CH:40]=[C:39](F)[C:38]([F:42])=[CH:37][C:36]=1[N+:43]([O-:45])=[O:44]. Given the product [F:42][C:38]1[CH:37]=[C:36]([N+:43]([O-:45])=[O:44])[C:35]([F:34])=[CH:40][C:39]=1[O:6][CH2:5][C:4]1[CH:7]=[CH:8][CH:9]=[C:2]([F:1])[CH:3]=1, predict the reactants needed to synthesize it.